This data is from Forward reaction prediction with 1.9M reactions from USPTO patents (1976-2016). The task is: Predict the product of the given reaction. (1) The product is: [CH3:13][O:12][C:11]1[C:3]([CH3:2])=[C:4]2[C:8](=[CH:9][CH:10]=1)[C:7](=[O:14])[CH2:6][CH2:5]2. Given the reactants Cl[CH2:2][C:3]1[C:11]([O:12][CH3:13])=[CH:10][CH:9]=[C:8]2[C:4]=1[CH2:5][CH2:6][C:7]2=[O:14].CCN(CC)CC.CC(O[Na])=O, predict the reaction product. (2) Given the reactants [Li]CCCC.[CH2:6]([N:13]([CH2:20][C:21]1[CH:26]=[CH:25][CH:24]=[CH:23][CH:22]=1)[CH2:14][C:15]([O:17][CH2:18][CH3:19])=[O:16])[C:7]1[CH:12]=[CH:11][CH:10]=[CH:9][CH:8]=1.[CH3:27][C:28]([CH3:33])([CH3:32])[C:29](Cl)=[O:30], predict the reaction product. The product is: [CH2:20]([N:13]([CH2:6][C:7]1[CH:8]=[CH:9][CH:10]=[CH:11][CH:12]=1)[C@@H:14]([C:29](=[O:30])[C:28]([CH3:33])([CH3:32])[CH3:27])[C:15]([O:17][CH2:18][CH3:19])=[O:16])[C:21]1[CH:22]=[CH:23][CH:24]=[CH:25][CH:26]=1. (3) Given the reactants Cl.[NH2:2][CH:3]([C:6]1[CH:11]=[CH:10][C:9]([O:12][CH:13]([CH3:15])[CH3:14])=[CH:8][CH:7]=1)[C:4]#[N:5].[CH3:16][O:17][C:18]1[C:36]([O:37][CH3:38])=[C:35]([O:39][CH3:40])[CH:34]=[CH:33][C:19]=1[C:20]([NH:22][CH2:23][CH2:24][N:25]1[CH:29]=[C:28]([C:30](O)=[O:31])[N:27]=[N:26]1)=[O:21], predict the reaction product. The product is: [C:4]([CH:3]([NH:2][C:30]([C:28]1[N:27]=[N:26][N:25]([CH2:24][CH2:23][NH:22][C:20](=[O:21])[C:19]2[CH:33]=[CH:34][C:35]([O:39][CH3:40])=[C:36]([O:37][CH3:38])[C:18]=2[O:17][CH3:16])[CH:29]=1)=[O:31])[C:6]1[CH:11]=[CH:10][C:9]([O:12][CH:13]([CH3:15])[CH3:14])=[CH:8][CH:7]=1)#[N:5]. (4) Given the reactants [CH:1]1([CH2:5][C:6]2[N:7]=[C:8]([C:11]([NH:13][NH:14][C:15](=[O:24])[CH2:16][C:17]([CH3:23])([CH3:22])[C:18]([O:20][CH3:21])=[O:19])=O)[S:9][CH:10]=2)[CH2:4][CH2:3][CH2:2]1.Br[C:26]1[CH:31]=[CH:30][C:29]([S:32]([NH:35][C:36]([CH3:39])([CH3:38])[CH3:37])(=[O:34])=[O:33])=[C:28]([Cl:40])[C:27]=1[Cl:41].CC([O-])=O.[K+].C1C=CC(P(C2C=CC=CC=2)C2C=CC=CC=2)=CC=1, predict the reaction product. The product is: [C:36]([NH:35][S:32]([C:29]1[CH:30]=[CH:31][C:26]([C:10]2[S:9][C:8]([C:11]3[O:24][C:15]([CH2:16][C:17]([CH3:23])([CH3:22])[C:18]([O:20][CH3:21])=[O:19])=[N:14][N:13]=3)=[N:7][C:6]=2[CH2:5][CH:1]2[CH2:2][CH2:3][CH2:4]2)=[C:27]([Cl:41])[C:28]=1[Cl:40])(=[O:34])=[O:33])([CH3:39])([CH3:37])[CH3:38]. (5) The product is: [CH3:1][C:2]1[CH:7]=[CH:6][C:5]([C:8]2[O:9][C:10]([CH3:13])=[N:11][N:12]=2)=[CH:4][C:3]=1[C:14]1[CH:19]=[CH:18][C:17]([C:20]([NH:53][CH2:52][CH:51]([C:45]2[CH:50]=[CH:49][CH:48]=[CH:47][CH:46]=2)[CH3:54])=[O:21])=[CH:16][CH:15]=1. Given the reactants [CH3:1][C:2]1[CH:7]=[CH:6][C:5]([C:8]2[O:9][C:10]([CH3:13])=[N:11][N:12]=2)=[CH:4][C:3]=1[C:14]1[CH:19]=[CH:18][C:17]([C:20](O)=[O:21])=[CH:16][CH:15]=1.C1C=CC2N(O)N=NC=2C=1.Cl.CN(C)CCCN=C=NCC.[C:45]1([CH:51]([CH3:54])[CH2:52][NH2:53])[CH:50]=[CH:49][CH:48]=[CH:47][CH:46]=1, predict the reaction product. (6) Given the reactants [CH2:1]1[C:7]2[CH:8]=[CH:9][C:10]([NH:12][C:13]([N:15]3[CH2:20][CH2:19][O:18][CH2:17][CH2:16]3)=[O:14])=[CH:11][C:6]=2[CH2:5][CH2:4][NH:3][CH2:2]1.[C:21]1(=O)[CH2:24][CH2:23][CH2:22]1.[B-].C[N+](C)(C)C, predict the reaction product. The product is: [CH:21]1([N:3]2[CH2:2][CH2:1][C:7]3[CH:8]=[CH:9][C:10]([NH:12][C:13]([N:15]4[CH2:16][CH2:17][O:18][CH2:19][CH2:20]4)=[O:14])=[CH:11][C:6]=3[CH2:5][CH2:4]2)[CH2:24][CH2:23][CH2:22]1. (7) Given the reactants Br[C:2]1[CH:3]=[C:4]([C:8](=[O:10])[CH3:9])[CH:5]=[N:6][CH:7]=1.[K].CCN([CH2:17][CH3:18])CC.[CH2:19](Cl)Cl, predict the reaction product. The product is: [CH2:19]=[C:17]([C:2]1[CH:3]=[C:4]([C:8](=[O:10])[CH3:9])[CH:5]=[N:6][CH:7]=1)[CH3:18].